Dataset: Catalyst prediction with 721,799 reactions and 888 catalyst types from USPTO. Task: Predict which catalyst facilitates the given reaction. (1) Reactant: [Cl:1][C:2]1[C:7]2[N:8]=[CH:9][N:10]([CH3:11])[C:6]=2[N:5]=[C:4]2[NH:12][C:13](=[O:23])[N:14]([C:15]3[CH:20]=[CH:19][C:18]([I:21])=[CH:17][C:16]=3[F:22])[C:3]=12.[Li+].C[Si]([N-][Si](C)(C)C)(C)C.[Si:34]([O:41][CH2:42][CH2:43][C:44]1([S:47](Cl)(=[O:49])=[O:48])[CH2:46][CH2:45]1)([C:37]([CH3:40])([CH3:39])[CH3:38])([CH3:36])[CH3:35]. Product: [Si:34]([O:41][CH2:42][CH2:43][C:44]1([S:47]([N:12]2[C:4]3=[N:5][CH:6]4[N:10]([CH3:11])[CH:9]=[N:8][CH:7]4[C:2]([Cl:1])=[C:3]3[N:14]([C:15]3[CH:20]=[CH:19][C:18]([I:21])=[CH:17][C:16]=3[F:22])[C:13]2=[O:23])(=[O:48])=[O:49])[CH2:46][CH2:45]1)([C:37]([CH3:39])([CH3:40])[CH3:38])([CH3:36])[CH3:35]. The catalyst class is: 1. (2) Reactant: [F:1][C:2]1[N:7]=[C:6]([N:8]2[C:12]([O:13][C:14]3[C:19]([CH2:20][CH2:21][CH3:22])=[C:18](I)[N:17]=[CH:16][N:15]=3)=[CH:11][CH:10]=[N:9]2)[CH:5]=[CH:4][CH:3]=1. Product: [F:1][C:2]1[N:7]=[C:6]([N:8]2[C:12]([O:13][C:14]3[C:19]([CH2:20][CH2:21][CH3:22])=[CH:18][N:17]=[CH:16][N:15]=3)=[CH:11][CH:10]=[N:9]2)[CH:5]=[CH:4][CH:3]=1. The catalyst class is: 50. (3) Reactant: CC[N:3]([CH:7]([CH3:9])C)[CH:4]([CH3:6])C.C1C=CC2N(O)N=NC=2C=1.CCN=C=NCCCN(C)C.[N:31]1[CH:36]=[CH:35][CH:34]=[C:33]([N:37]2[CH:41]=[C:40]([C:42]([NH:44][CH2:45][C:46]([OH:48])=O)=[O:43])[N:39]=[N:38]2)[CH:32]=1.NC1C=NC=CC=1.FC(F)(F)C(O)=O.[F:63][C:64]([F:79])([F:78])[C:65]1[CH:77]=[CH:76][CH:75]=[CH:74][C:66]=1[O:67][CH:68]1CCNCC1.[Pb].O. Product: [O:48]=[C:46]([N:3]1[CH2:4][CH2:6][CH:68]([O:67][C:66]2[CH:74]=[CH:75][CH:76]=[CH:77][C:65]=2[C:64]([F:63])([F:78])[F:79])[CH2:9][CH2:7]1)[CH2:45][NH:44][C:42]([C:40]1[N:39]=[N:38][N:37]([C:33]2[CH:32]=[N:31][CH:36]=[CH:35][CH:34]=2)[CH:41]=1)=[O:43]. The catalyst class is: 3. (4) Reactant: [CH3:1][O:2][C:3]1[CH:4]=[C:5]2[C:10](=[CH:11][C:12]=1[O:13][CH3:14])[N:9]=[N:8][CH:7]=[C:6]2[C:15]1[CH:16]=[C:17]([CH3:31])[C:18]([N:21]2[CH2:26][CH2:25][CH:24]([C:27](O)([CH3:29])[CH3:28])[CH2:23][CH2:22]2)=[N:19][CH:20]=1.C(N(S(F)(F)[F:38])CC)C. Product: [F:38][C:27]([CH:24]1[CH2:25][CH2:26][N:21]([C:18]2[N:19]=[CH:20][C:15]([C:6]3[C:5]4[C:10](=[CH:11][C:12]([O:13][CH3:14])=[C:3]([O:2][CH3:1])[CH:4]=4)[N:9]=[N:8][CH:7]=3)=[CH:16][C:17]=2[CH3:31])[CH2:22][CH2:23]1)([CH3:29])[CH3:28]. The catalyst class is: 4. (5) Reactant: [OH:1][C:2]1[CH:15]=[CH:14][C:13]2[S:12][C:11]3[C:6](=[CH:7][CH:8]=[CH:9][CH:10]=3)[C:5](=[O:16])[C:4]=2[CH:3]=1.[CH:17]([O:19][CH2:20][CH2:21]Cl)=[CH2:18].C(=O)([O-])[O-].[K+].[K+].O. Product: [CH:17]([O:19][CH2:20][CH2:21][O:1][C:2]1[CH:15]=[CH:14][C:13]2[S:12][C:11]3[C:6](=[CH:7][CH:8]=[CH:9][CH:10]=3)[C:5](=[O:16])[C:4]=2[CH:3]=1)=[CH2:18]. The catalyst class is: 3.